Dataset: Peptide-MHC class I binding affinity with 185,985 pairs from IEDB/IMGT. Task: Regression. Given a peptide amino acid sequence and an MHC pseudo amino acid sequence, predict their binding affinity value. This is MHC class I binding data. (1) The peptide sequence is FPRYPLNVL. The MHC is HLA-A31:01 with pseudo-sequence HLA-A31:01. The binding affinity (normalized) is 0.0847. (2) The peptide sequence is LQALSNLIL. The MHC is HLA-A66:01 with pseudo-sequence HLA-A66:01. The binding affinity (normalized) is 0.213. (3) The MHC is HLA-A01:01 with pseudo-sequence HLA-A01:01. The binding affinity (normalized) is 0.0847. The peptide sequence is TPPVDRMAV. (4) The MHC is HLA-A11:01 with pseudo-sequence HLA-A11:01. The peptide sequence is VVVPDYGTYK. The binding affinity (normalized) is 0.904. (5) The peptide sequence is LHSTYFPCF. The MHC is Mamu-A07 with pseudo-sequence Mamu-A07. The binding affinity (normalized) is 0.366. (6) The MHC is HLA-A30:01 with pseudo-sequence HLA-A30:01. The binding affinity (normalized) is 0.0847. The peptide sequence is SSDDIPPRW. (7) The peptide sequence is MAEFEDQLV. The MHC is HLA-A02:03 with pseudo-sequence HLA-A02:03. The binding affinity (normalized) is 0.403. (8) The peptide sequence is FVTDYVHEGV. The MHC is HLA-A02:06 with pseudo-sequence HLA-A02:06. The binding affinity (normalized) is 0.782.